Dataset: Forward reaction prediction with 1.9M reactions from USPTO patents (1976-2016). Task: Predict the product of the given reaction. (1) Given the reactants C([O:3][C:4](=[O:20])[CH2:5][C:6]1[NH:11][C:10]2[CH:12]=[CH:13][C:14]([O:16]C)=[CH:15][C:9]=2[S:8](=[O:19])(=[O:18])[N:7]=1)C.B(Br)(Br)Br, predict the reaction product. The product is: [OH:16][C:14]1[CH:13]=[CH:12][C:10]2[NH:11][C:6]([CH2:5][C:4]([OH:20])=[O:3])=[N:7][S:8](=[O:19])(=[O:18])[C:9]=2[CH:15]=1. (2) Given the reactants [NH2:1][CH2:2][C:3]1[CH:20]=[CH:19][CH:18]=[CH:17][C:4]=1[O:5][CH2:6][CH2:7][CH2:8][NH:9][C:10](=[O:16])[O:11][C:12]([CH3:15])([CH3:14])[CH3:13].CCN(C(C)C)C(C)C.Cl[C:31](Cl)([O:33]C(=O)OC(Cl)(Cl)Cl)Cl, predict the reaction product. The product is: [C:12]([O:11][C:10](=[O:16])[NH:9][CH2:8][CH2:7][CH2:6][O:5][C:4]1[CH:17]=[CH:18][CH:19]=[CH:20][C:3]=1[CH2:2][N:1]=[C:31]=[O:33])([CH3:15])([CH3:14])[CH3:13]. (3) The product is: [CH3:36][C:33]([CH3:34])([CH3:35])[C:32](=[O:37])[CH2:31][O:30][C:27]1[CH:28]=[CH:29][C:24]([C:19]([C:16]2[CH:17]=[CH:18][C:13]([O:12][CH2:11][C:10]([NH:9][OH:8])=[O:40])=[C:14]([CH3:39])[CH:15]=2)([CH2:20][CH3:21])[CH2:22][CH3:23])=[CH:25][C:26]=1[CH3:38]. Given the reactants C([O:8][NH:9][C:10](=[O:40])[CH2:11][O:12][C:13]1[CH:18]=[CH:17][C:16]([C:19]([C:24]2[CH:29]=[CH:28][C:27]([O:30][CH2:31][C:32](=[O:37])[C:33]([CH3:36])([CH3:35])[CH3:34])=[C:26]([CH3:38])[CH:25]=2)([CH2:22][CH3:23])[CH2:20][CH3:21])=[CH:15][C:14]=1[CH3:39])C1C=CC=CC=1, predict the reaction product. (4) Given the reactants F[C:2]1[CH:3]=[CH:4][C:5]([N:11]2[N:15]=[CH:14][CH:13]=[N:12]2)=[C:6]([CH:10]=1)[C:7]([OH:9])=[O:8].[F:16]C1C(I)=C(C=CC=1)C(O)=O.FC1C=CC(I)=C(C=1)C(O)=O, predict the reaction product. The product is: [F:16][C:4]1[C:5]([N:11]2[N:15]=[CH:14][CH:13]=[N:12]2)=[C:6]([CH:10]=[CH:2][CH:3]=1)[C:7]([OH:9])=[O:8]. (5) Given the reactants [CH3:1][O:2][N:3]=[C:4]([C:11]1[CH:16]=[CH:15][C:14]([C:17]2[C:25]3[C:20](=[N:21][CH:22]=[N:23][C:24]=3[NH2:26])[N:19]([C@H:27]3[CH2:32][CH2:31][C@@H:30]([N:33]4[CH2:38][CH2:37][N:36]([CH3:39])[CH2:35][CH2:34]4)[CH2:29][CH2:28]3)[N:18]=2)=[CH:13][CH:12]=1)[C:5]1[CH:10]=[CH:9][CH:8]=[CH:7][CH:6]=1.[C:40]([OH:47])(=[O:46])/[CH:41]=[CH:42]\[C:43]([OH:45])=[O:44], predict the reaction product. The product is: [C:40]([OH:47])(=[O:46])/[CH:41]=[CH:42]\[C:43]([OH:45])=[O:44].[C:40]([OH:47])(=[O:46])/[CH:41]=[CH:42]\[C:43]([OH:45])=[O:44].[CH3:1][O:2][N:3]=[C:4]([C:11]1[CH:12]=[CH:13][C:14]([C:17]2[C:25]3[C:20](=[N:21][CH:22]=[N:23][C:24]=3[NH2:26])[N:19]([C@H:27]3[CH2:32][CH2:31][C@@H:30]([N:33]4[CH2:34][CH2:35][N:36]([CH3:39])[CH2:37][CH2:38]4)[CH2:29][CH2:28]3)[N:18]=2)=[CH:15][CH:16]=1)[C:5]1[CH:10]=[CH:9][CH:8]=[CH:7][CH:6]=1. (6) Given the reactants [C:1]([C:3]1[C:12]([CH2:13][CH2:14][CH2:15][O:16][Si:17]([C:20]([CH3:23])([CH3:22])[CH3:21])([CH3:19])[CH3:18])=[CH:11][C:10]2[C:9]([CH3:25])([CH3:24])[CH2:8][CH2:7][C:6]([CH3:27])([CH3:26])[C:5]=2[CH:4]=1)#N.[H-].C([Al+]CC(C)C)C(C)C.C(O)(=[O:40])C.O, predict the reaction product. The product is: [CH:1]([C:3]1[C:12]([CH2:13][CH2:14][CH2:15][O:16][Si:17]([C:20]([CH3:23])([CH3:22])[CH3:21])([CH3:19])[CH3:18])=[CH:11][C:10]2[C:9]([CH3:25])([CH3:24])[CH2:8][CH2:7][C:6]([CH3:27])([CH3:26])[C:5]=2[CH:4]=1)=[O:40]. (7) The product is: [Cl:1][C:2]1[CH:3]=[CH:4][C:5]([C:8]#[C:9][C:10]2[CH:30]=[CH:29][C:13]([CH2:14][N:15]([C:16]3[CH:28]=[CH:27][C:19]4[O:20][C:21]([CH3:26])([CH3:25])[O:22][C:23](=[O:24])[C:18]=4[CH:17]=3)[C:37]([CH:31]3[CH2:36][CH2:35][CH2:34][CH2:33][CH2:32]3)=[O:38])=[CH:12][CH:11]=2)=[CH:6][CH:7]=1. Given the reactants [Cl:1][C:2]1[CH:7]=[CH:6][C:5]([C:8]#[C:9][C:10]2[CH:30]=[CH:29][C:13]([CH2:14][NH:15][C:16]3[CH:28]=[CH:27][C:19]4[O:20][C:21]([CH3:26])([CH3:25])[O:22][C:23](=[O:24])[C:18]=4[CH:17]=3)=[CH:12][CH:11]=2)=[CH:4][CH:3]=1.[CH:31]1([C:37](Cl)=[O:38])[CH2:36][CH2:35][CH2:34][CH2:33][CH2:32]1, predict the reaction product.